Dataset: CYP2C19 inhibition data for predicting drug metabolism from PubChem BioAssay. Task: Regression/Classification. Given a drug SMILES string, predict its absorption, distribution, metabolism, or excretion properties. Task type varies by dataset: regression for continuous measurements (e.g., permeability, clearance, half-life) or binary classification for categorical outcomes (e.g., BBB penetration, CYP inhibition). Dataset: cyp2c19_veith. (1) The result is 0 (non-inhibitor). The molecule is COc1ccc(C[C@@H]2C(=O)N[C@H](C)C(=O)N(C)[C@@H]3Cc4ccc(cc4)Oc4cc(ccc4O)C[C@H](C(=O)N[C@@H](C)C(=O)N[C@H](C)C(=O)N2C)N(C)C3=O)cc1. (2) The molecule is CC(=O)N1CCC2(CCCN(c3ncccn3)C2)CC1. The result is 0 (non-inhibitor). (3) The drug is COc1cc2nncc(SCc3ccc(Cl)c(Cl)c3)c2cc1OC. The result is 1 (inhibitor). (4) The molecule is N#CC1=C(SCC(N)=O)NC2=C(C(=O)c3ccccc32)C1c1ccc(Cl)cc1. The result is 1 (inhibitor). (5) The compound is COC(=O)[C@H]1[C@H](OC)[C@@H](OC(=O)c2cc(OC)c(OC)c(OC)c2)C[C@H]2CN3CCc4c([nH]c5cc(OC)ccc45)[C@@H]3C[C@H]21. The result is 0 (non-inhibitor). (6) The compound is Cc1ccnc2nc(C(=O)OCC(=O)Nc3ccc4c(c3)OC(F)(F)O4)nn12. The result is 0 (non-inhibitor). (7) The molecule is CCOC(=O)C(CC)(CC)C(=O)/C=C/c1ccc(Br)cc1. The result is 1 (inhibitor).